This data is from Forward reaction prediction with 1.9M reactions from USPTO patents (1976-2016). The task is: Predict the product of the given reaction. (1) Given the reactants Br[CH2:2][CH2:3][O:4][C:5]1[CH:10]=[C:9]([S:11]([CH3:14])(=[O:13])=[O:12])[CH:8]=[C:7]([F:15])[CH:6]=1.[CH2:16]([NH2:20])[CH2:17][CH2:18][CH3:19].Cl, predict the reaction product. The product is: [F:15][C:7]1[CH:6]=[C:5]([CH:10]=[C:9]([S:11]([CH3:14])(=[O:13])=[O:12])[CH:8]=1)[O:4][CH2:3][CH2:2][NH:20][CH2:16][CH2:17][CH2:18][CH3:19]. (2) Given the reactants [CH3:1][CH:2]([CH3:15])[CH2:3][NH:4][C:5]1[CH:14]=[CH:13][C:8]2[N:9]=[C:10]([SH:12])[S:11][C:7]=2[CH:6]=1.C(N(CC)C(C)C)(C)C.Cl[C:26]([O:28][CH:29]([CH3:31])[CH3:30])=[O:27], predict the reaction product. The product is: [SH:12][C:10]1[S:11][C:7]2[CH:6]=[C:5]([N:4]([CH2:3][CH:2]([CH3:15])[CH3:1])[C:26](=[O:27])[O:28][CH:29]([CH3:31])[CH3:30])[CH:14]=[CH:13][C:8]=2[N:9]=1. (3) The product is: [Si:21]([O:20][CH2:19][CH2:18][N:11]1[CH:10]=[C:9]([B:7]2[O:8][C:4]([CH3:16])([CH3:3])[C:5]([CH3:15])([CH3:14])[O:6]2)[CH:13]=[N:12]1)([C:24]([CH3:27])([CH3:26])[CH3:25])([CH3:23])[CH3:22]. Given the reactants [H-].[Na+].[CH3:3][C:4]1([CH3:16])[O:8][B:7]([C:9]2[CH:10]=[N:11][NH:12][CH:13]=2)[O:6][C:5]1([CH3:15])[CH3:14].Br[CH2:18][CH2:19][O:20][Si:21]([C:24]([CH3:27])([CH3:26])[CH3:25])([CH3:23])[CH3:22], predict the reaction product. (4) Given the reactants [C:1]([NH2:9])(=[S:8])[C:2]1[CH:7]=[CH:6][CH:5]=[N:4][CH:3]=1.N1[CH:15]=[CH:14][CH:13]=[CH:12][CH:11]=1.C[OH:17], predict the reaction product. The product is: [C:12]([C:13]1[S:8][C:1]([C:2]2[CH:3]=[N:4][CH:5]=[CH:6][CH:7]=2)=[N:9][C:14]=1[CH3:15])(=[O:17])[CH3:11].